This data is from Full USPTO retrosynthesis dataset with 1.9M reactions from patents (1976-2016). The task is: Predict the reactants needed to synthesize the given product. (1) Given the product [O:26]=[C:25]1[C:9]2[C:10]3[C:11](=[C:12]([C:16]4[CH:21]=[CH:20][CH:19]=[CH:18][CH:17]=4)[NH:13][C:14]=3[CH:15]=[C:7]([NH:6][S:2]([CH3:1])(=[O:4])=[O:3])[CH:8]=2)[CH:22]=[N:23][NH:24]1, predict the reactants needed to synthesize it. The reactants are: [CH3:1][S:2](Cl)(=[O:4])=[O:3].[NH2:6][C:7]1[CH:8]=[C:9]2[C:25](=[O:26])[NH:24][N:23]=[CH:22][C:11]3=[C:12]([C:16]4[CH:21]=[CH:20][CH:19]=[CH:18][CH:17]=4)[NH:13][C:14]([CH:15]=1)=[C:10]23. (2) Given the product [OH:13][CH2:12][C:11]1[CH:10]=[C:9]([CH:17]=[C:16]([CH3:18])[CH:15]=1)[C:7]([O:6][CH3:5])=[O:8], predict the reactants needed to synthesize it. The reactants are: B.CSC.[CH3:5][O:6][C:7]([C:9]1[CH:10]=[C:11]([CH:15]=[C:16]([CH3:18])[CH:17]=1)[C:12](O)=[O:13])=[O:8]. (3) Given the product [O:16]1[C:11]2([CH2:15][CH2:14][CH2:13][CH2:12]2)[CH:8]1[C:9]#[N:10], predict the reactants needed to synthesize it. The reactants are: CC(C)([O-])C.[K+].Cl[CH2:8][C:9]#[N:10].[C:11]1(=[O:16])[CH2:15][CH2:14][CH2:13][CH2:12]1. (4) Given the product [NH2:72][C:38]1[C:39]2[C@H:43]3[CH2:44][C@H:42]3[C:41]([F:46])([F:45])[C:40]=2[N:36]([CH2:35][C:34]([NH:33][C@H:23]([C:12]2[C:11]([C:8]3[CH:9]=[CH:10][C:2]([Cl:1])=[C:3]4[C:7]=3[N:6]([CH3:51])[N:5]=[C:4]4[NH:52][S:53]([CH3:56])(=[O:54])=[O:55])=[CH:16][CH:15]=[C:14]([C:17]#[C:18][C:19]([OH:22])([CH3:20])[CH3:21])[N:13]=2)[CH2:24][C:25]2[CH:30]=[C:29]([F:31])[CH:28]=[C:27]([F:32])[CH:26]=2)=[O:50])[N:37]=1, predict the reactants needed to synthesize it. The reactants are: [Cl:1][C:2]1[CH:10]=[CH:9][C:8]([C:11]2[C:12]([C@@H:23]([NH:33][C:34](=[O:50])[CH2:35][N:36]3[C:40]4[C:41]([F:46])([F:45])[C@@H:42]5[CH2:44][C@@H:43]5[C:39]=4[C:38](C([O-])=O)=[N:37]3)[CH2:24][C:25]3[CH:30]=[C:29]([F:31])[CH:28]=[C:27]([F:32])[CH:26]=3)=[N:13][C:14]([C:17]#[C:18][C:19]([OH:22])([CH3:21])[CH3:20])=[CH:15][CH:16]=2)=[C:7]2[C:3]=1[C:4]([NH:52][S:53]([CH3:56])(=[O:55])=[O:54])=[N:5][N:6]2[CH3:51].[Na+].C1(P([N:72]=[N+]=[N-])(C2C=CC=CC=2)=O)C=CC=CC=1.O.C(O)(C(F)(F)F)=O. (5) Given the product [CH3:28][N:26]1[C:25](=[O:29])[CH:24]=[CH:23][C:22]([C:20]2[CH:21]=[C:16]([NH:15][C:6]([C:2]3[NH:1][CH:5]=[CH:4][CH:3]=3)=[O:8])[CH:17]=[CH:18][C:19]=2[O:30][C:31]2[CH:36]=[CH:35][CH:34]=[CH:33][CH:32]=2)=[CH:27]1, predict the reactants needed to synthesize it. The reactants are: [NH:1]1[CH:5]=[CH:4][CH:3]=[C:2]1[C:6]([OH:8])=O.C(Cl)(=O)C(Cl)=O.[NH2:15][C:16]1[CH:17]=[CH:18][C:19]([O:30][C:31]2[CH:36]=[CH:35][CH:34]=[CH:33][CH:32]=2)=[C:20]([C:22]2[CH:23]=[CH:24][C:25](=[O:29])[N:26]([CH3:28])[CH:27]=2)[CH:21]=1.C(N(CC)CC)C. (6) Given the product [CH3:14][C:7]1([CH2:15][CH2:16][CH2:17][OH:19])[CH2:6][CH2:5][C:4]2[C:9](=[C:10]([CH3:13])[C:11]([CH3:12])=[C:2]([O:1][CH:21]3[CH2:22][CH2:23][CH2:24][CH2:25][O:20]3)[CH:3]=2)[O:8]1, predict the reactants needed to synthesize it. The reactants are: [OH:1][C:2]1[CH:3]=[C:4]2[C:9](=[C:10]([CH3:13])[C:11]=1[CH3:12])[O:8][C:7]([CH2:15][CH2:16][C:17]([OH:19])=O)([CH3:14])[CH2:6][CH2:5]2.[O:20]1[CH:25]=[CH:24][CH2:23][CH2:22][CH2:21]1.C1(C)C=CC(S([O-])(=O)=O)=CC=1.[NH+]1C=CC=CC=1.